Dataset: Full USPTO retrosynthesis dataset with 1.9M reactions from patents (1976-2016). Task: Predict the reactants needed to synthesize the given product. The reactants are: [CH2:1]([O:8][C:9]1C=C(C=C[C:16]=1[O:17]CC1C=CC=CC=1)C=O)[C:2]1[CH:7]=[CH:6][CH:5]=[CH:4][CH:3]=1.[CH2:25]([O:32][C:33]1[CH:34]=[C:35]([CH:48]=[CH:49][C:50]=1[O:51][CH2:52][C:53]1[CH:58]=[CH:57][CH:56]=[CH:55][CH:54]=1)[C:36]1[O:37][C:38]2[C:43]([C:44](=[O:47])[C:45]=1[OH:46])=[CH:42][CH:41]=[CH:40][CH:39]=2)[C:26]1[CH:31]=[CH:30][CH:29]=[CH:28][CH:27]=1. Given the product [CH2:1]([O:8][CH2:9][CH2:16][O:17][C:40]1[CH:39]=[C:38]2[C:43]([C:44](=[O:47])[C:45]([OH:46])=[C:36]([C:35]3[CH:48]=[CH:49][C:50]([O:51][CH2:52][C:53]4[CH:58]=[CH:57][CH:56]=[CH:55][CH:54]=4)=[C:33]([O:32][CH2:25][C:26]4[CH:27]=[CH:28][CH:29]=[CH:30][CH:31]=4)[CH:34]=3)[O:37]2)=[CH:42][CH:41]=1)[C:2]1[CH:7]=[CH:6][CH:5]=[CH:4][CH:3]=1, predict the reactants needed to synthesize it.